Predict the reaction yield, written as a fraction of the theoretical maximum amount of product (1.0 means a 100% yield; for example, 0.34 means a 34% yield). From a dataset of Reaction yield outcomes from USPTO patents with 853,638 reactions. The reactants are [NH2:1][C:2]1[C:3]([C:13]2[CH:14]=[N:15][C:16]([N:19]3[CH2:24][CH2:23][O:22][CH2:21][CH2:20]3)=[CH:17][CH:18]=2)=[N:4][C:5]([Br:12])=[CH:6][C:7]=1[C:8]([O:10][CH3:11])=[O:9].N([O-])=O.[Na+].[N-:29]=[N+:30]=[N-].[Na+].CCOCC. The catalyst is C(O)(C(F)(F)F)=O.O. The product is [N:1]([C:2]1[C:3]([C:13]2[CH:14]=[N:15][C:16]([N:19]3[CH2:20][CH2:21][O:22][CH2:23][CH2:24]3)=[CH:17][CH:18]=2)=[N:4][C:5]([Br:12])=[CH:6][C:7]=1[C:8]([O:10][CH3:11])=[O:9])=[N+:29]=[N-:30]. The yield is 0.980.